This data is from Full USPTO retrosynthesis dataset with 1.9M reactions from patents (1976-2016). The task is: Predict the reactants needed to synthesize the given product. (1) The reactants are: [C:1]([C:5]1[CH:30]=[CH:29][C:8]([C:9]([N:11](C(=O)C2C=CC=C(C=O)C=2)[C:12]2[C:13]([NH2:18])=[CH:14][CH:15]=[CH:16][CH:17]=2)=[O:10])=[CH:7][CH:6]=1)([CH3:4])([CH3:3])[CH3:2].[CH2:31]([OH:33])[CH3:32]. Given the product [C:1]([C:5]1[CH:30]=[CH:29][C:8]([C:9]([NH:11][C:12]2[C:13]([NH:18][C:9](=[O:10])[C:8]3[CH:7]=[CH:6][CH:5]=[C:32]([CH2:31][OH:33])[CH:29]=3)=[CH:14][CH:15]=[CH:16][CH:17]=2)=[O:10])=[CH:7][CH:6]=1)([CH3:3])([CH3:4])[CH3:2], predict the reactants needed to synthesize it. (2) Given the product [O:1]1[C:5]2[CH:6]=[CH:7][CH:8]=[CH:9][C:4]=2[N:3]=[C:2]1[C:10]1[CH:11]=[CH:12][C:13]2[N:17]([CH:18]3[CH2:23][CH2:22][O:21][CH2:20][CH2:19]3)[C:30]([C:27]3[CH:28]=[CH:29][N:24]=[CH:25][CH:26]=3)=[N:15][C:14]=2[CH:16]=1, predict the reactants needed to synthesize it. The reactants are: [O:1]1[C:5]2[CH:6]=[CH:7][CH:8]=[CH:9][C:4]=2[N:3]=[C:2]1[C:10]1[CH:11]=[CH:12][C:13]([NH:17][CH:18]2[CH2:23][CH2:22][O:21][CH2:20][CH2:19]2)=[C:14]([CH:16]=1)[NH2:15].[N:24]1[CH:29]=[CH:28][C:27]([CH:30]=O)=[CH:26][CH:25]=1.OOS([O-])=O.[K+].C(=O)([O-])[O-].[K+].[K+]. (3) Given the product [C:1]([O:5][C:6](=[O:9])[CH2:7]/[N:8]=[CH:11]/[CH2:10][C:12]1([CH2:16][CH3:17])[CH2:15][O:14][CH2:13]1)([CH3:4])([CH3:3])[CH3:2], predict the reactants needed to synthesize it. The reactants are: [C:1]([O:5][C:6](=[O:9])[CH2:7][NH2:8])([CH3:4])([CH3:3])[CH3:2].[CH2:10]([C:12]1([CH2:16][CH:17]=O)[CH2:15][O:14][CH2:13]1)[CH3:11]. (4) Given the product [CH3:16][N:2]([CH3:1])[CH2:3][CH2:4][CH2:5][N:6]1[CH:19]=[C:18]([C:21]2[CH:26]=[CH:25][CH:24]=[CH:23][CH:22]=2)[S:8][C:7]1=[N:9][C:10]1[CH:15]=[CH:14][CH:13]=[CH:12][CH:11]=1, predict the reactants needed to synthesize it. The reactants are: [CH3:1][N:2]([CH3:16])[CH2:3][CH2:4][CH2:5][NH:6][C:7]([NH:9][C:10]1[CH:15]=[CH:14][CH:13]=[CH:12][CH:11]=1)=[S:8].Br[CH:18]([C:21]1[CH:26]=[CH:25][CH:24]=[CH:23][CH:22]=1)[CH:19]=O.